This data is from Forward reaction prediction with 1.9M reactions from USPTO patents (1976-2016). The task is: Predict the product of the given reaction. (1) Given the reactants Br[C:2]1[CH:3]=[C:4]([CH:9]=[CH:10][C:11]=1[CH2:12][NH:13][CH:14]([C:17]1[CH:18]=[N:19][CH:20]=[CH:21][CH:22]=1)[CH2:15][OH:16])[C:5]([O:7][CH3:8])=[O:6].C([O-])([O-])=O.[K+].[K+], predict the reaction product. The product is: [N:19]1[CH:20]=[CH:21][CH:22]=[C:17]([CH:14]2[NH:13][CH2:12][C:11]3[CH:10]=[CH:9][C:4]([C:5]([O:7][CH3:8])=[O:6])=[CH:3][C:2]=3[O:16][CH2:15]2)[CH:18]=1. (2) Given the reactants [C:1]([O:5][C:6](=[O:21])[NH:7][C:8]1[CH:13]=[C:12]([N:14]2[CH2:18][CH2:17][CH2:16][CH2:15]2)[C:11]([CH3:19])=[CH:10][C:9]=1[NH2:20])([CH3:4])([CH3:3])[CH3:2].C([O:26][C:27](=O)[CH2:28][C:29](=[O:49])[C:30]1[CH:35]=[CH:34][CH:33]=[C:32]([N:36]2[C:40]([CH2:41][O:42][CH:43]3[CH2:48][CH2:47][CH2:46][CH2:45][O:44]3)=[CH:39][N:38]=[N:37]2)[CH:31]=1)(C)(C)C, predict the reaction product. The product is: [C:1]([O:5][C:6](=[O:21])[NH:7][C:8]1[CH:13]=[C:12]([N:14]2[CH2:15][CH2:16][CH2:17][CH2:18]2)[C:11]([CH3:19])=[CH:10][C:9]=1[NH:20][C:27](=[O:26])[CH2:28][C:29](=[O:49])[C:30]1[CH:35]=[CH:34][CH:33]=[C:32]([N:36]2[C:40]([CH2:41][O:42][CH:43]3[CH2:48][CH2:47][CH2:46][CH2:45][O:44]3)=[CH:39][N:38]=[N:37]2)[CH:31]=1)([CH3:4])([CH3:2])[CH3:3]. (3) Given the reactants C([N:8]1[CH2:39][C:10]2([CH2:17][N:16]3[C:18]4[CH:19]=[C:20]([C:31]([O:33][CH3:34])=[O:32])[CH:21]=[CH:22][C:23]=4[C:24]([CH:25]4[CH2:30][CH2:29][CH2:28][CH2:27][CH2:26]4)=[C:15]3[C:14]3[CH:35]=[CH:36][CH:37]=[CH:38][C:13]=3[O:12][CH2:11]2)[CH2:9]1)C1C=CC=CC=1.[ClH:40], predict the reaction product. The product is: [CH:25]1([C:24]2[C:23]3[CH:22]=[CH:21][C:20]([C:31]([O:33][CH3:34])=[O:32])=[CH:19][C:18]=3[N:16]3[C:15]=2[C:14]2[CH:35]=[CH:36][CH:37]=[CH:38][C:13]=2[O:12][CH2:11][C:10]2([CH2:9][NH:8][CH2:39]2)[CH2:17]3)[CH2:26][CH2:27][CH2:28][CH2:29][CH2:30]1.[ClH:40]. (4) Given the reactants [CH3:1][S:2]([N:5]1[CH2:10][CH2:9][N:8]([CH2:11][CH2:12][O:13][C:14]2[CH:22]=[C:21]3[C:17]([C:18]([C:34]4[CH:39]=[CH:38][C:37]([C:40]([F:43])([F:42])[F:41])=[CH:36][CH:35]=4)=[C:19]([C:24]4[CH:29]=C[C:27]([C:30](F)([F:32])F)=[CH:26][CH:25]=4)[C:20]3=[O:23])=[CH:16][CH:15]=2)[CH2:7][CH2:6]1)(=[O:4])=[O:3].O1CCN(CCOC2C=C3C(C(C4C=CC=CC=4)=C(Br)C3=O)=CC=2)CC1.[F:70]C1C=C(B(O)O)C=CC=1F, predict the reaction product. The product is: [F:32][C:30]1[CH:29]=[C:24]([C:19]2[C:20](=[O:23])[C:21]3[C:17]([C:18]=2[C:34]2[CH:39]=[CH:38][C:37]([C:40]([F:43])([F:41])[F:42])=[CH:36][CH:35]=2)=[CH:16][CH:15]=[C:14]([O:13][CH2:12][CH2:11][N:8]2[CH2:7][CH2:6][N:5]([S:2]([CH3:1])(=[O:4])=[O:3])[CH2:10][CH2:9]2)[CH:22]=3)[CH:25]=[CH:26][C:27]=1[F:70].